From a dataset of Reaction yield outcomes from USPTO patents with 853,638 reactions. Predict the reaction yield, written as a fraction of the theoretical maximum amount of product (1.0 means a 100% yield; for example, 0.34 means a 34% yield). (1) The reactants are [N:1]1[CH:6]=[CH:5][CH:4]=[C:3]([C:7](Cl)=[O:8])[CH:2]=1.[NH2:10][C:11]1[CH:12]=[C:13]([NH:18][C:19](=[O:28])[C:20]2[CH:25]=[CH:24][C:23]([C:26]#[N:27])=[CH:22][CH:21]=2)[CH:14]=[CH:15][C:16]=1[Cl:17]. No catalyst specified. The product is [Cl:17][C:16]1[CH:15]=[CH:14][C:13]([NH:18][C:19](=[O:28])[C:20]2[CH:25]=[CH:24][C:23]([C:26]#[N:27])=[CH:22][CH:21]=2)=[CH:12][C:11]=1[NH:10][C:7]([C:3]1[CH:2]=[N:1][CH:6]=[CH:5][CH:4]=1)=[O:8]. The yield is 0.670. (2) The catalyst is CO. The reactants are C[O:2][C:3]([C:5]1[CH:24]=[CH:23][C:8]([CH2:9][NH:10][C:11](=[O:22])[NH:12][C:13]2[CH:17]=[CH:16][S:15][C:14]=2[C:18](OC)=[O:19])=[CH:7][CH:6]=1)=[O:4].[OH-].[Na+].O. The yield is 0.950. The product is [O:22]=[C:11]1[NH:12][C:13]2[CH:17]=[CH:16][S:15][C:14]=2[C:18](=[O:19])[N:10]1[CH2:9][C:8]1[CH:23]=[CH:24][C:5]([C:3]([OH:2])=[O:4])=[CH:6][CH:7]=1. (3) The reactants are [CH3:1][C:2]1[CH:6]=[C:5]([CH3:7])[N:4]([CH2:8][C:9]([NH:11][C:12]2[CH:17]=[C:16]([C:18]([C:20]3[C:28]4[CH:27]=[N:26][CH:25]=[N:24][C:23]=4[N:22](COCC[Si](C)(C)C)[CH:21]=3)=[O:19])[CH:15]=[CH:14][N:13]=2)=[O:10])[N:3]=1. The catalyst is FC(F)(F)C(O)=O. The product is [CH3:1][C:2]1[CH:6]=[C:5]([CH3:7])[N:4]([CH2:8][C:9]([NH:11][C:12]2[CH:17]=[C:16]([C:18]([C:20]3[C:28]4[CH:27]=[N:26][CH:25]=[N:24][C:23]=4[NH:22][CH:21]=3)=[O:19])[CH:15]=[CH:14][N:13]=2)=[O:10])[N:3]=1. The yield is 0.990. (4) The reactants are C(Cl)(=O)C(Cl)=O.CS(C)=O.[I:11][C:12]1[C:16]([CH2:17][OH:18])=[CH:15][N:14]([CH:19]2[CH2:24][CH2:23][CH2:22][CH2:21][O:20]2)[N:13]=1.C(N(CC)CC)C. The catalyst is ClCCl. The product is [I:11][C:12]1[C:16]([CH:17]=[O:18])=[CH:15][N:14]([CH:19]2[CH2:24][CH2:23][CH2:22][CH2:21][O:20]2)[N:13]=1. The yield is 0.900. (5) The reactants are [N:1]([CH:4]([C:6]1[CH:11]=[C:10]([N:12]([CH2:21][O:22][CH2:23][CH2:24][Si:25]([CH3:28])([CH3:27])[CH3:26])[CH2:13][O:14][CH2:15][CH2:16][Si:17]([CH3:20])([CH3:19])[CH3:18])[N:9]2[N:29]=[CH:30][C:31]([C:32]3[CH:33]=[N:34][C:35]4[C:40]([CH:41]=3)=[CH:39][C:38]([F:42])=[CH:37][CH:36]=4)=[C:8]2[N:7]=1)[CH3:5])=[N+]=[N-].C1COCC1.CP(C)C.O. The catalyst is CCOC(C)=O. The product is [NH2:1][CH:4]([C:6]1[CH:11]=[C:10]([N:12]([CH2:21][O:22][CH2:23][CH2:24][Si:25]([CH3:28])([CH3:27])[CH3:26])[CH2:13][O:14][CH2:15][CH2:16][Si:17]([CH3:18])([CH3:19])[CH3:20])[N:9]2[N:29]=[CH:30][C:31]([C:32]3[CH:33]=[N:34][C:35]4[C:40]([CH:41]=3)=[CH:39][C:38]([F:42])=[CH:37][CH:36]=4)=[C:8]2[N:7]=1)[CH3:5]. The yield is 0.820. (6) The reactants are [CH2:1]([NH:5][C:6](=[O:21])[C:7]([NH:9][C:10]1[CH:15]=[CH:14][C:13]([O:16][CH3:17])=[CH:12][C:11]=1[N+:18]([O-])=O)=[O:8])[CH2:2][CH2:3][CH3:4]. The catalyst is [Pd].CO. The yield is 0.900. The product is [NH2:18][C:11]1[CH:12]=[C:13]([O:16][CH3:17])[CH:14]=[CH:15][C:10]=1[NH:9][C:7](=[O:8])[C:6]([NH:5][CH2:1][CH2:2][CH2:3][CH3:4])=[O:21]. (7) The product is [NH2:11][C:12]1[N:17]=[CH:16][C:15]2[C:18]([N:40]([CH2:48][CH3:49])[C:41](=[O:47])[O:42][C:43]([CH3:44])([CH3:45])[CH3:46])=[N:19][N:20]([C:21]([C:34]3[CH:35]=[CH:36][CH:37]=[CH:38][CH:39]=3)([C:28]3[CH:33]=[CH:32][CH:31]=[CH:30][CH:29]=3)[C:22]3[CH:23]=[CH:24][CH:25]=[CH:26][CH:27]=3)[C:14]=2[CH:13]=1. The reactants are C(OC([NH:11][C:12]1[N:17]=[CH:16][C:15]2[C:18]([N:40]([CH2:48][CH3:49])[C:41](=[O:47])[O:42][C:43]([CH3:46])([CH3:45])[CH3:44])=[N:19][N:20]([C:21]([C:34]3[CH:39]=[CH:38][CH:37]=[CH:36][CH:35]=3)([C:28]3[CH:33]=[CH:32][CH:31]=[CH:30][CH:29]=3)[C:22]3[CH:27]=[CH:26][CH:25]=[CH:24][CH:23]=3)[C:14]=2[CH:13]=1)=O)C1C=CC=CC=1. The catalyst is C(OCC)(=O)C.CO.[Pd]. The yield is 0.890. (8) The reactants are N1C=CN=C1.[OH:6][CH2:7][C@@H:8]([NH:15][C:16](=[O:25])[O:17][CH2:18][C:19]1[CH:24]=[CH:23][CH:22]=[CH:21][CH:20]=1)[C:9]([N:11]([O:13][CH3:14])[CH3:12])=[O:10].[Si:26](Cl)([C:29]([CH3:32])([CH3:31])[CH3:30])([CH3:28])[CH3:27]. The catalyst is CN(C=O)C. The product is [CH3:12][N:11]([C:9](=[O:10])[C@H:8]([NH:15][C:16](=[O:25])[O:17][CH2:18][C:19]1[CH:20]=[CH:21][CH:22]=[CH:23][CH:24]=1)[CH2:7][O:6][Si:26]([CH3:28])([CH3:27])[C:29]([CH3:32])([CH3:31])[CH3:30])[O:13][CH3:14]. The yield is 0.740. (9) The reactants are [CH2:1]1[C:9]2[C:4](=[CH:5][CH:6]=[CH:7][CH:8]=2)[CH2:3][N:2]1[N:10]([CH3:32])[C:11](=[O:31])[CH2:12][N:13]([C:18]1[CH:23]=[C:22]([C:24]2[N:28]=[C:27]([CH3:29])[O:26][N:25]=2)[CH:21]=[CH:20][C:19]=1[CH3:30])[CH2:14][C:15](O)=[O:16].Br.[Br:34][CH2:35][CH2:36][NH2:37].C(N(CC)C(C)C)(C)C. No catalyst specified. The product is [CH2:3]1[C:4]2[C:9](=[CH:8][CH:7]=[CH:6][CH:5]=2)[CH2:1][N:2]1[N:10]([CH3:32])[C:11](=[O:31])[CH2:12][N:13]([C:18]1[CH:23]=[C:22]([C:24]2[N:28]=[C:27]([CH3:29])[O:26][N:25]=2)[CH:21]=[CH:20][C:19]=1[CH3:30])[CH2:14][C:15]([NH:37][CH2:36][CH2:35][Br:34])=[O:16]. The yield is 0.700.